From a dataset of Forward reaction prediction with 1.9M reactions from USPTO patents (1976-2016). Predict the product of the given reaction. Given the reactants [NH2:1][C:2]1[CH:10]=[CH:9][C:5](C(O)=O)=[CH:4][C:3]=1O.[CH:12]([O:17]C)(OC)[O:13]C.[CH3:19][OH:20], predict the reaction product. The product is: [O:20]1[C:3]2[CH:4]=[CH:5][C:9]([C:12]([OH:17])=[O:13])=[CH:10][C:2]=2[N:1]=[CH:19]1.